From a dataset of Reaction yield outcomes from USPTO patents with 853,638 reactions. Predict the reaction yield, written as a fraction of the theoretical maximum amount of product (1.0 means a 100% yield; for example, 0.34 means a 34% yield). (1) The reactants are COC1C=CC(C[O:8][C:9]2[CH:27]=[CH:26][C:12]([CH2:13][N:14]([CH3:25])[S:15]([C:18]3[CH:23]=[CH:22][C:21]([F:24])=[CH:20][CH:19]=3)(=[O:17])=[O:16])=[CH:11][C:10]=2[C:28]2[CH:33]=[CH:32][CH:31]=[C:30]([C:34]([F:37])([F:36])[F:35])[CH:29]=2)=CC=1. The catalyst is C(O)(C(F)(F)F)=O.C(Cl)Cl. The product is [F:37][C:34]([F:35])([F:36])[C:30]1[CH:29]=[C:28]([C:10]2[CH:11]=[C:12]([CH:26]=[CH:27][C:9]=2[OH:8])[CH2:13][N:14]([CH3:25])[S:15]([C:18]2[CH:23]=[CH:22][C:21]([F:24])=[CH:20][CH:19]=2)(=[O:17])=[O:16])[CH:33]=[CH:32][CH:31]=1. The yield is 0.640. (2) The product is [C:28]12([CH2:38][S:39]([O-:42])(=[O:40])=[O:41])[C:35]([CH3:37])([CH3:36])[CH:32]([CH2:33][CH2:34]1)[CH2:31][C:29]2=[O:30].[C:15]1([S+:8]([C:2]2[CH:3]=[CH:4][CH:5]=[CH:6][CH:7]=2)[C:9]2[CH:14]=[CH:13][CH:12]=[CH:11][CH:10]=2)[CH:16]=[CH:17][CH:18]=[CH:19][CH:20]=1. The yield is 0.820. The reactants are [I-].[C:2]1([S+:8]([C:15]2[CH:20]=[CH:19][CH:18]=[CH:17][CH:16]=2)[C:9]2[CH:14]=[CH:13][CH:12]=[CH:11][CH:10]=2)[CH:7]=[CH:6][CH:5]=[CH:4][CH:3]=1.C([O-])([O-])(OCC)C.[C:28]12([CH2:38][S:39]([OH:42])(=[O:41])=[O:40])[C:35]([CH3:37])([CH3:36])[CH:32]([CH2:33][CH2:34]1)[CH2:31][C:29]2=[O:30].N. The catalyst is C(Cl)Cl. (3) The reactants are [C:1]([O:5][C:6](=[O:14])[NH:7][CH2:8][CH2:9][CH2:10][CH:11]1[CH2:13][O:12]1)([CH3:4])([CH3:3])[CH3:2].[NH2:15][C:16]1[CH:17]=[CH:18][C:19]2[S:24][CH2:23][C:22](=[O:25])[NH:21][C:20]=2[CH:26]=1. The catalyst is CCO.O. The product is [C:1]([O:5][C:6](=[O:14])[NH:7][CH2:8][CH2:9][CH2:10][CH:11]([OH:12])[CH2:13][NH:15][C:16]1[CH:17]=[CH:18][C:19]2[S:24][CH2:23][C:22](=[O:25])[NH:21][C:20]=2[CH:26]=1)([CH3:4])([CH3:3])[CH3:2]. The yield is 0.380.